Dataset: Reaction yield outcomes from USPTO patents with 853,638 reactions. Task: Predict the reaction yield, written as a fraction of the theoretical maximum amount of product (1.0 means a 100% yield; for example, 0.34 means a 34% yield). (1) The reactants are C([N:8]1[CH2:13][CH2:12][C:11]([CH2:16][C:17]2[CH:22]=[CH:21][CH:20]=[CH:19][CH:18]=2)([CH2:14][OH:15])[CH2:10][CH2:9]1)C1C=CC=CC=1.ClC(OC(Cl)=O)C. The catalyst is ClCCl. The product is [CH2:16]([C:11]1([CH2:14][OH:15])[CH2:10][CH2:9][NH:8][CH2:13][CH2:12]1)[C:17]1[CH:22]=[CH:21][CH:20]=[CH:19][CH:18]=1. The yield is 0.400. (2) The reactants are [CH3:1][O:2][C:3]1[CH:8]=[CH:7][C:6]([CH:9]=[CH:10][C:11](=[O:13])[CH3:12])=[CH:5][CH:4]=1.[OH-].[Na+].O.[CH:17](=O)[C:18]1[CH:23]=[CH:22][CH:21]=[CH:20][CH:19]=1. The catalyst is CO. The product is [CH3:1][O:2][C:3]1[CH:8]=[CH:7][C:6]([CH:9]=[CH:10][C:11](=[O:13])[CH:12]=[CH:17][C:18]2[CH:23]=[CH:22][CH:21]=[CH:20][CH:19]=2)=[CH:5][CH:4]=1. The yield is 0.940. (3) The reactants are Cl[C:2]1[CH:7]=[C:6]([NH:8][C:9]2[CH:19]=[CH:18][CH:17]=[CH:16][C:10]=2[C:11]([NH:13][O:14][CH3:15])=[O:12])[C:5]([Cl:20])=[CH:4][N:3]=1.[CH3:21][N:22]1[C:26]([CH3:27])=[C:25]([NH2:28])[CH:24]=[N:23]1.C(=O)([O-])[O-].[Cs+].[Cs+].C1C=CC(P(C2C(C3C(P(C4C=CC=CC=4)C4C=CC=CC=4)=CC=C4C=3C=CC=C4)=C3C(C=CC=C3)=CC=2)C2C=CC=CC=2)=CC=1. The catalyst is C([O-])(=O)C.[Pd+2].C([O-])(=O)C.O1CCOCC1.C1COCC1. The product is [Cl:20][C:5]1[C:6]([NH:8][C:9]2[CH:19]=[CH:18][CH:17]=[CH:16][C:10]=2[C:11]([NH:13][O:14][CH3:15])=[O:12])=[CH:7][C:2]([NH:28][C:25]2[CH:24]=[N:23][N:22]([CH3:21])[C:26]=2[CH3:27])=[N:3][CH:4]=1. The yield is 0.0730. (4) The reactants are [NH2:1][CH:2]1[CH2:7][CH2:6][N:5]([CH2:8][CH2:9][N:10]2[C:15]3[CH:16]=[C:17]([O:20][C:21]([F:24])([F:23])[F:22])[CH:18]=[CH:19][C:14]=3[O:13][CH2:12][C:11]2=[O:25])[CH2:4][CH2:3]1.[O:26]=[C:27]1[CH2:32][O:31][C:30]2[CH:33]=[CH:34][C:35]([CH:37]=O)=[N:36][C:29]=2[NH:28]1.C([BH3-])#N.[Na+]. No catalyst specified. The product is [O:25]=[C:11]1[N:10]([CH2:9][CH2:8][N:5]2[CH2:4][CH2:3][CH:2]([NH:1][CH2:37][C:35]3[CH:34]=[CH:33][C:30]4[O:31][CH2:32][C:27](=[O:26])[NH:28][C:29]=4[N:36]=3)[CH2:7][CH2:6]2)[C:15]2[CH:16]=[C:17]([O:20][C:21]([F:24])([F:23])[F:22])[CH:18]=[CH:19][C:14]=2[O:13][CH2:12]1. The yield is 0.150.